Dataset: TCR-epitope binding with 47,182 pairs between 192 epitopes and 23,139 TCRs. Task: Binary Classification. Given a T-cell receptor sequence (or CDR3 region) and an epitope sequence, predict whether binding occurs between them. (1) The epitope is FIAGLIAIV. The TCR CDR3 sequence is CASSLVSGSSGELFF. Result: 1 (the TCR binds to the epitope). (2) The epitope is FPRPWLHGL. The TCR CDR3 sequence is CASSPARGTDTQYF. Result: 1 (the TCR binds to the epitope). (3) The epitope is KLGGALQAK. The TCR CDR3 sequence is CASLRADTQYF. Result: 1 (the TCR binds to the epitope). (4) The epitope is IPIQASLPF. The TCR CDR3 sequence is CASSQGYAQPQHF. Result: 1 (the TCR binds to the epitope). (5) The epitope is KLWAQCVQL. The TCR CDR3 sequence is CASSIFSGSSSYEQYF. Result: 1 (the TCR binds to the epitope). (6) The epitope is DATYQRTRALVR. The TCR CDR3 sequence is CASSQVSTGETQYF. Result: 0 (the TCR does not bind to the epitope). (7) The epitope is GTHWFVTQR. The TCR CDR3 sequence is CASSPGQFSHEAFF. Result: 0 (the TCR does not bind to the epitope).